Dataset: Forward reaction prediction with 1.9M reactions from USPTO patents (1976-2016). Task: Predict the product of the given reaction. Given the reactants [Cl:1][C:2]1[CH:3]=[C:4]([CH:8]([C:12]2([OH:18])[CH2:17][CH2:16][CH2:15][CH2:14][CH2:13]2)[C:9]([OH:11])=O)[CH:5]=[CH:6][CH:7]=1.[F:19][C:20]([F:30])([F:29])[C:21]1[CH:28]=[CH:27][C:24]([CH2:25][NH2:26])=[CH:23][CH:22]=1, predict the reaction product. The product is: [Cl:1][C:2]1[CH:3]=[C:4]([CH:8]([C:12]2([OH:18])[CH2:17][CH2:16][CH2:15][CH2:14][CH2:13]2)[C:9]([NH:26][CH2:25][C:24]2[CH:23]=[CH:22][C:21]([C:20]([F:19])([F:29])[F:30])=[CH:28][CH:27]=2)=[O:11])[CH:5]=[CH:6][CH:7]=1.